Dataset: Catalyst prediction with 721,799 reactions and 888 catalyst types from USPTO. Task: Predict which catalyst facilitates the given reaction. (1) Reactant: [N+:1]([C:4]1[CH:12]=[C:11]([C:13]([F:16])([F:15])[F:14])[CH:10]=[CH:9][C:5]=1[C:6]([OH:8])=[O:7])([O-])=O. Product: [NH2:1][C:4]1[CH:12]=[C:11]([C:13]([F:14])([F:15])[F:16])[CH:10]=[CH:9][C:5]=1[C:6]([OH:8])=[O:7]. The catalyst class is: 45. (2) Reactant: [C:1]1([C:7]2[C:8]([C:18]3[CH:23]=[CH:22][C:21]([CH2:24][N:25]4[CH2:30][CH2:29][CH:28]([C:31]5[N:35]=[C:34]([C:36]6[CH:41]=[CH:40][CH:39]=[CH:38][N:37]=6)[NH:33][N:32]=5)[CH2:27][CH2:26]4)=[CH:20][CH:19]=3)=[N:9][C:10]3[CH:11]=[CH:12][NH:13][C:14](=O)[C:15]=3[CH:16]=2)[CH:6]=[CH:5][CH:4]=[CH:3][CH:2]=1.O=P(Cl)(Cl)[Cl:44].CN(C=O)C.C([O-])(O)=O.[Na+]. Product: [Cl:44][C:14]1[N:13]=[CH:12][CH:11]=[C:10]2[C:15]=1[CH:16]=[C:7]([C:1]1[CH:6]=[CH:5][CH:4]=[CH:3][CH:2]=1)[C:8]([C:18]1[CH:19]=[CH:20][C:21]([CH2:24][N:25]3[CH2:26][CH2:27][CH:28]([C:31]4[NH:35][C:34]([C:36]5[CH:41]=[CH:40][CH:39]=[CH:38][N:37]=5)=[N:33][N:32]=4)[CH2:29][CH2:30]3)=[CH:22][CH:23]=1)=[N:9]2. The catalyst class is: 6. (3) Reactant: [CH:1]12O[CH:6]1[CH2:5][CH2:4][CH2:3][C:2]2=O.CO[CH2:11][CH2:12][N:13](S(F)(F)F)CCOC.O=C=O.C[Al](C)C.CCCCCC.[F-].[Na+]. Product: [CH3:11][C@@H:12]([NH2:13])[C:1]1[CH:6]=[CH:5][CH:4]=[CH:3][CH:2]=1. The catalyst class is: 2. (4) Reactant: Br[C:2]1[C:3]([C:17]#[N:18])=[CH:4][C:5]([F:16])=[C:6]([NH:8][C@H:9]([CH:13]2[CH2:15][CH2:14]2)[C:10]([NH2:12])=[O:11])[CH:7]=1.Cl.[NH2:20][C:21]1[S:25][N:24]=[C:23]([CH3:26])[CH:22]=1.C([O-])([O-])=O.[K+].[K+].C1C=CC(P(C2C(C3C(P(C4C=CC=CC=4)C4C=CC=CC=4)=CC=C4C=3C=CC=C4)=C3C(C=CC=C3)=CC=2)C2C=CC=CC=2)=CC=1. Product: [C:17]([C:3]1[C:2]([NH:20][C:21]2[S:25][N:24]=[C:23]([CH3:26])[CH:22]=2)=[CH:7][C:6]([NH:8][C@H:9]([CH:13]2[CH2:15][CH2:14]2)[C:10]([NH2:12])=[O:11])=[C:5]([F:16])[CH:4]=1)#[N:18]. The catalyst class is: 231. (5) Reactant: [Si:1]([O:8][C@H:9]1[C@H:13]2[O:14][CH2:15][C@@H:16]([O:17][C:18]3[N:40]([CH2:41][O:42][CH2:43][CH2:44][Si:45]([CH3:48])([CH3:47])[CH3:46])[C:21]4=[N:22][C:23]([C:27]5[CH:32]=[CH:31][C:30]([C@H:33]6[CH2:38][CH2:37][C@H:36]([NH2:39])[CH2:35][CH2:34]6)=[CH:29][CH:28]=5)=[C:24]([Cl:26])[CH:25]=[C:20]4[N:19]=3)[C@H:12]2[O:11][CH2:10]1)([C:4]([CH3:7])([CH3:6])[CH3:5])([CH3:3])[CH3:2].C(N(CC)CC)C.Cl[C:57]([O:59][CH3:60])=[O:58]. Product: [Si:1]([O:8][C@H:9]1[C@H:13]2[O:14][CH2:15][C@@H:16]([O:17][C:18]3[N:40]([CH2:41][O:42][CH2:43][CH2:44][Si:45]([CH3:48])([CH3:47])[CH3:46])[C:21]4=[N:22][C:23]([C:27]5[CH:32]=[CH:31][C:30]([C@H:33]6[CH2:38][CH2:37][C@H:36]([NH:39][C:57](=[O:58])[O:59][CH3:60])[CH2:35][CH2:34]6)=[CH:29][CH:28]=5)=[C:24]([Cl:26])[CH:25]=[C:20]4[N:19]=3)[C@H:12]2[O:11][CH2:10]1)([C:4]([CH3:6])([CH3:7])[CH3:5])([CH3:3])[CH3:2]. The catalyst class is: 4. (6) Reactant: [C:1]([C:5]1[CH:10]=[CH:9][C:8]([S:11]([NH:14][C:15]2[CH:16]=[C:17]3[C:21](=[CH:22][CH:23]=2)[NH:20][C:19]([C:24]([OH:26])=O)=[C:18]3[C:27]2[CH:32]=[CH:31][N:30]=[CH:29][CH:28]=2)(=[O:13])=[O:12])=[CH:7][CH:6]=1)([CH3:4])([CH3:3])[CH3:2].[NH2:33][CH:34]1[CH2:39][CH2:38][O:37][CH2:36][CH2:35]1. Product: [O:37]1[CH2:38][CH2:39][CH:34]([NH:33][C:24]([C:19]2[NH:20][C:21]3[C:17]([C:18]=2[C:27]2[CH:32]=[CH:31][N:30]=[CH:29][CH:28]=2)=[CH:16][C:15]([NH:14][S:11]([C:8]2[CH:9]=[CH:10][C:5]([C:1]([CH3:3])([CH3:2])[CH3:4])=[CH:6][CH:7]=2)(=[O:12])=[O:13])=[CH:23][CH:22]=3)=[O:26])[CH2:35][CH2:36]1. The catalyst class is: 98. (7) The catalyst class is: 20. Reactant: C([O:3][C:4](=[O:25])[CH2:5][CH:6]1[O:10][B:9]([OH:11])[C:8]2[CH:12]=[C:13]([O:18][C:19]3[N:24]=[CH:23][CH:22]=[CH:21][N:20]=3)[CH:14]=[C:15]([CH2:16][CH3:17])[C:7]1=2)C.[Li+].[OH-].Cl. Product: [CH2:16]([C:15]1[C:7]2[CH:6]([CH2:5][C:4]([OH:25])=[O:3])[O:10][B:9]([OH:11])[C:8]=2[CH:12]=[C:13]([O:18][C:19]2[N:20]=[CH:21][CH:22]=[CH:23][N:24]=2)[CH:14]=1)[CH3:17]. (8) Reactant: N1C=CN=C1.[Br:6][C:7]1[CH:12]=[CH:11][CH:10]=[C:9]([CH2:13][OH:14])[N:8]=1.[Si:15](Cl)([C:18]([CH3:21])([CH3:20])[CH3:19])([CH3:17])[CH3:16]. Product: [Br:6][C:7]1[CH:12]=[CH:11][CH:10]=[C:9]([CH2:13][O:14][Si:15]([C:18]([CH3:21])([CH3:20])[CH3:19])([CH3:17])[CH3:16])[N:8]=1. The catalyst class is: 2. (9) Reactant: [Br:1][C:2]1[C:3]([CH2:11]O)=[C:4]([OH:10])[C:5]([O:8][CH3:9])=[CH:6][CH:7]=1.Br.[C:14]1([P:20]([C:27]2[CH:32]=[CH:31][CH:30]=[CH:29][CH:28]=2)[C:21]2[CH:26]=[CH:25][CH:24]=[CH:23][CH:22]=2)[CH:19]=[CH:18][CH:17]=[CH:16][CH:15]=1. Product: [Br-:1].[Br:1][C:2]1[C:3]([CH2:11][P+:20]([C:21]2[CH:22]=[CH:23][CH:24]=[CH:25][CH:26]=2)([C:27]2[CH:32]=[CH:31][CH:30]=[CH:29][CH:28]=2)[C:14]2[CH:15]=[CH:16][CH:17]=[CH:18][CH:19]=2)=[C:4]([OH:10])[C:5]([O:8][CH3:9])=[CH:6][CH:7]=1. The catalyst class is: 10.